The task is: Predict the product of the given reaction.. This data is from Forward reaction prediction with 1.9M reactions from USPTO patents (1976-2016). (1) Given the reactants [OH:1][C:2]1[C:11]2[C:6](=[CH:7][C:8]([C:12]([F:15])([F:14])[F:13])=[CH:9][CH:10]=2)[N:5]=[CH:4][C:3]=1C(O)=O.C(=O)=O, predict the reaction product. The product is: [F:15][C:12]([F:13])([F:14])[C:8]1[CH:7]=[C:6]2[C:11]([C:2]([OH:1])=[CH:3][CH:4]=[N:5]2)=[CH:10][CH:9]=1. (2) Given the reactants [Cl:1][C:2]1[C:3]([F:22])=[C:4]([NH:9][C:10]([C:12]2[N:16]([CH3:17])[CH:15]=[C:14]([S:18](Cl)(=[O:20])=[O:19])[CH:13]=2)=[O:11])[CH:5]=[CH:6][C:7]=1[F:8].ClC1C(F)=C(C=CC=1F)N.[F:33][C:34]([F:39])([F:38])[C@H:35]([NH2:37])[CH3:36], predict the reaction product. The product is: [Cl:1][C:2]1[C:3]([F:22])=[C:4]([NH:9][C:10]([C:12]2[N:16]([CH3:17])[CH:15]=[C:14]([S:18](=[O:20])(=[O:19])[NH:37][C@H:35]([CH3:36])[C:34]([F:39])([F:38])[F:33])[CH:13]=2)=[O:11])[CH:5]=[CH:6][C:7]=1[F:8]. (3) Given the reactants [O:1]=[S:2]1(=[O:55])[CH2:7][CH2:6][N:5]([CH2:8][C:9]2[CH:14]=[CH:13][C:12]([N:15]3[C:19]4[N:20]=[C:21]([N:49]5[CH2:54][CH2:53][O:52][CH2:51][CH2:50]5)[N:22]=[C:23]([C:24]5[CH:25]=[N:26][C:27]([N:30](CC6C=CC(OC)=CC=6)CC6C=CC(OC)=CC=6)=[N:28][CH:29]=5)[C:18]=4[CH2:17][CH2:16]3)=[CH:11][CH:10]=2)[CH2:4][CH2:3]1.S(=O)(=O)(O)O.P([O-])([O-])([O-])=O.[K+].[K+].[K+], predict the reaction product. The product is: [O:55]=[S:2]1(=[O:1])[CH2:7][CH2:6][N:5]([CH2:8][C:9]2[CH:14]=[CH:13][C:12]([N:15]3[C:19]4[N:20]=[C:21]([N:49]5[CH2:54][CH2:53][O:52][CH2:51][CH2:50]5)[N:22]=[C:23]([C:24]5[CH:29]=[N:28][C:27]([NH2:30])=[N:26][CH:25]=5)[C:18]=4[CH2:17][CH2:16]3)=[CH:11][CH:10]=2)[CH2:4][CH2:3]1. (4) Given the reactants [CH3:1][O:2][C:3]1[CH:8]=[CH:7][C:6]([C:9]2[CH:14]=[C:13]([C:15]([F:18])([F:17])[F:16])[N:12]3[N:19]=[CH:20][C:21]([C:22](O)=[O:23])=[C:11]3[N:10]=2)=[CH:5][CH:4]=1.S(Cl)(Cl)=O.CCN(C(C)C)C(C)C.[C:38]1([CH:44]([N:47]2[CH2:52][CH2:51][NH:50][CH2:49][CH2:48]2)[CH2:45][CH3:46])[CH:43]=[CH:42][CH:41]=[CH:40][CH:39]=1, predict the reaction product. The product is: [CH3:1][O:2][C:3]1[CH:4]=[CH:5][C:6]([C:9]2[CH:14]=[C:13]([C:15]([F:17])([F:16])[F:18])[N:12]3[N:19]=[CH:20][C:21]([C:22]([N:50]4[CH2:51][CH2:52][N:47]([CH:44]([C:38]5[CH:43]=[CH:42][CH:41]=[CH:40][CH:39]=5)[CH2:45][CH3:46])[CH2:48][CH2:49]4)=[O:23])=[C:11]3[N:10]=2)=[CH:7][CH:8]=1. (5) The product is: [C:23]([C:7]1[C:8]2[C:13](=[CH:12][CH:11]=[C:10]([O:16][C:17]3[CH:18]=[CH:19][CH:20]=[CH:21][CH:22]=3)[CH:9]=2)[C:14]([OH:15])=[C:5]([C:3]([NH:26][C@H:27]([CH2:32][C:33]2[CH:38]=[CH:37][CH:36]=[CH:35][CH:34]=2)[CH2:28][C:29]([OH:31])=[O:30])=[O:4])[N:6]=1)#[N:24]. Given the reactants CO[C:3]([C:5]1[N:6]=[C:7]([C:23]#[N:24])[C:8]2[C:13]([C:14]=1[OH:15])=[CH:12][CH:11]=[C:10]([O:16][C:17]1[CH:22]=[CH:21][CH:20]=[CH:19][CH:18]=1)[CH:9]=2)=[O:4].Cl.[NH2:26][C@H:27]([CH2:32][C:33]1[CH:38]=[CH:37][CH:36]=[CH:35][CH:34]=1)[CH2:28][C:29]([OH:31])=[O:30].C[O-].[Na+].[OH-].[Na+].Cl, predict the reaction product. (6) Given the reactants [C:1]1([S:7]([N:10]2[CH2:15][CH2:14][O:13][C:12]3[N:16]=[CH:17][C:18]([C:20](Cl)=[O:21])=[CH:19][C:11]2=3)(=[O:9])=[O:8])[CH:6]=[CH:5][CH:4]=[CH:3][CH:2]=1.O[NH:24][C:25](=[NH:28])[CH2:26][CH3:27].CCN(C(C)C)C(C)C, predict the reaction product. The product is: [CH2:26]([C:25]1[N:28]=[C:20]([C:18]2[CH:17]=[N:16][C:12]3[O:13][CH2:14][CH2:15][N:10]([S:7]([C:1]4[CH:6]=[CH:5][CH:4]=[CH:3][CH:2]=4)(=[O:9])=[O:8])[C:11]=3[CH:19]=2)[O:21][N:24]=1)[CH3:27].